This data is from Full USPTO retrosynthesis dataset with 1.9M reactions from patents (1976-2016). The task is: Predict the reactants needed to synthesize the given product. Given the product [F:13][C:14]1[CH:19]=[C:18]([F:20])[CH:17]=[CH:16][C:15]=1[C:21]1[N:29]=[C:28]([N:30]([C:31]2[C:36]([F:37])=[CH:35][CH:34]=[CH:33][C:32]=2[F:38])[C:5]([NH2:42])=[O:11])[CH:27]=[CH:26][C:22]=1[C:23]([NH2:48])=[O:24], predict the reactants needed to synthesize it. The reactants are: ClC(Cl)(O[C:5](=[O:11])OC(Cl)(Cl)Cl)Cl.[F:13][C:14]1[CH:19]=[C:18]([F:20])[CH:17]=[CH:16][C:15]=1[C:21]1[N:29]=[C:28]([NH:30][C:31]2[C:36]([F:37])=[CH:35][CH:34]=[CH:33][C:32]=2[F:38])[CH:27]=[CH:26][C:22]=1[C:23](O)=[O:24].C([N:42](C(C)C)CC)(C)C.[NH3:48].